Dataset: Full USPTO retrosynthesis dataset with 1.9M reactions from patents (1976-2016). Task: Predict the reactants needed to synthesize the given product. (1) Given the product [CH2:27]([O:26][C:24]1[CH:23]=[C:18]([CH:17]=[C:16]([O:15][C@H:37]([CH3:38])[CH2:36][O:35][CH3:34])[CH:25]=1)[C:19]([O:21][CH3:22])=[O:20])[C:28]1[CH:33]=[CH:32][CH:31]=[CH:30][CH:29]=1, predict the reactants needed to synthesize it. The reactants are: CC(OC(/N=N/C(OC(C)C)=O)=O)C.[OH:15][C:16]1[CH:17]=[C:18]([CH:23]=[C:24]([O:26][CH2:27][C:28]2[CH:33]=[CH:32][CH:31]=[CH:30][CH:29]=2)[CH:25]=1)[C:19]([O:21][CH3:22])=[O:20].[CH3:34][O:35][CH2:36][C@@H:37](O)[CH3:38].C1(P(C2C=CC=CC=2)C2C=CC=CC=2)C=CC=CC=1. (2) Given the product [CH2:1]([N:8]1[CH2:13][CH2:12][NH:11][C@H:10]([CH2:21][N:22]([CH:34]([CH3:36])[CH3:35])[C:23](=[O:33])[CH2:24][CH2:25][C:26]([CH3:31])([CH3:32])[C:27]([O:29][CH3:30])=[O:28])[CH2:9]1)[C:2]1[CH:7]=[CH:6][CH:5]=[CH:4][CH:3]=1, predict the reactants needed to synthesize it. The reactants are: [CH2:1]([N:8]1[CH2:13][CH2:12][N:11](C(OC(C)(C)C)=O)[C@H:10]([CH2:21][N:22]([CH:34]([CH3:36])[CH3:35])[C:23](=[O:33])[CH2:24][CH2:25][C:26]([CH3:32])([CH3:31])[C:27]([O:29][CH3:30])=[O:28])[CH2:9]1)[C:2]1[CH:7]=[CH:6][CH:5]=[CH:4][CH:3]=1.C(O)(C(F)(F)F)=O.C(=O)([O-])O.[Na+].C(=O)([O-])[O-].[K+].[K+].[Cl-].[Na+].